From a dataset of Forward reaction prediction with 1.9M reactions from USPTO patents (1976-2016). Predict the product of the given reaction. (1) Given the reactants C([O:3][C:4](=[O:49])[CH2:5][CH2:6][CH2:7][O:8][C:9]1[CH:14]=[CH:13][CH:12]=[C:11]([CH2:15][CH2:16][CH2:17][CH2:18][CH2:19][CH2:20][O:21][C:22]2[CH:23]=[C:24]([C:32]3[CH:37]=[CH:36][C:35]([S:38]([CH3:41])(=[O:40])=[O:39])=[CH:34][CH:33]=3)[CH:25]=[C:26]([CH2:28][O:29][CH2:30][CH3:31])[CH:27]=2)[C:10]=1[CH2:42][CH2:43][C:44]([O:46]CC)=[O:45])C.[OH-].[Na+], predict the reaction product. The product is: [C:44]([CH2:43][CH2:42][C:10]1[C:11]([CH2:15][CH2:16][CH2:17][CH2:18][CH2:19][CH2:20][O:21][C:22]2[CH:23]=[C:24]([C:32]3[CH:37]=[CH:36][C:35]([S:38]([CH3:41])(=[O:39])=[O:40])=[CH:34][CH:33]=3)[CH:25]=[C:26]([CH2:28][O:29][CH2:30][CH3:31])[CH:27]=2)=[CH:12][CH:13]=[CH:14][C:9]=1[O:8][CH2:7][CH2:6][CH2:5][C:4]([OH:49])=[O:3])([OH:46])=[O:45]. (2) The product is: [C:1]([O:5][C:6]([CH2:8][C@@H:9]1[CH2:12][C@H:11]([C:13]([OH:15])=[O:14])[CH2:10]1)=[O:7])([CH3:4])([CH3:2])[CH3:3]. Given the reactants [C:1]([O:5][C:6]([CH:8]=[C:9]1[CH2:12][CH:11]([C:13]([OH:15])=[O:14])[CH2:10]1)=[O:7])([CH3:4])([CH3:3])[CH3:2].[H][H], predict the reaction product. (3) Given the reactants [CH:1]1([N:9]2[C:12](=[O:13])[C:11]([CH3:15])([CH3:14])[NH:10]2)[CH2:8][CH2:7][CH2:6][CH2:5][CH2:4][CH2:3][CH2:2]1.[Cl:16][C:17]1[CH:24]=[C:23]([F:25])[CH:22]=[CH:21][C:18]=1[CH2:19]Br, predict the reaction product. The product is: [Cl:16][C:17]1[CH:24]=[C:23]([F:25])[CH:22]=[CH:21][C:18]=1[CH2:19][N:10]1[C:11]([CH3:15])([CH3:14])[C:12](=[O:13])[N:9]1[CH:1]1[CH2:8][CH2:7][CH2:6][CH2:5][CH2:4][CH2:3][CH2:2]1.